Dataset: Catalyst prediction with 721,799 reactions and 888 catalyst types from USPTO. Task: Predict which catalyst facilitates the given reaction. (1) Reactant: CC(C)([O-])C.[Na+].CN(C)C=O.[CH2:12]([OH:19])[C:13]1[CH:18]=[CH:17][CH:16]=[CH:15][CH:14]=1.F[C:21]1[CH:22]=[CH:23][C:24]([N+:29]([O-:31])=[O:30])=[C:25]([CH:28]=1)[NH:26][CH3:27]. Product: [CH2:12]([O:19][C:21]1[CH:22]=[CH:23][C:24]([N+:29]([O-:31])=[O:30])=[C:25]([CH:28]=1)[NH:26][CH3:27])[C:13]1[CH:18]=[CH:17][CH:16]=[CH:15][CH:14]=1. The catalyst class is: 6. (2) Reactant: [Br:1][C:2]1[CH:7]=[CH:6][C:5]([CH2:8][C:9]([OH:11])=O)=[CH:4][CH:3]=1.[NH:12]1[CH2:17][CH2:16][O:15][CH2:14][CH2:13]1.CCN=C=NCCCN(C)C.C1C=CC2N(O)N=NC=2C=1.CCN(C(C)C)C(C)C. Product: [Br:1][C:2]1[CH:3]=[CH:4][C:5]([CH2:8][C:9]([N:12]2[CH2:17][CH2:16][O:15][CH2:14][CH2:13]2)=[O:11])=[CH:6][CH:7]=1. The catalyst class is: 46.